Dataset: Peptide-MHC class I binding affinity with 185,985 pairs from IEDB/IMGT. Task: Regression. Given a peptide amino acid sequence and an MHC pseudo amino acid sequence, predict their binding affinity value. This is MHC class I binding data. The peptide sequence is SCEEGKLCY. The binding affinity (normalized) is 0. The MHC is HLA-A24:02 with pseudo-sequence HLA-A24:02.